Dataset: Full USPTO retrosynthesis dataset with 1.9M reactions from patents (1976-2016). Task: Predict the reactants needed to synthesize the given product. (1) The reactants are: [CH3:1][C:2]1([CH3:17])[C:14]2[C:13]3[CH:12]=[C:11]([CH3:15])[CH:10]=[CH:9][C:8]=3[NH:7][C:6]=2[CH2:5][CH2:4][N:3]1[CH3:16].[H-].[Na+].[O:20]1[CH2:22][CH:21]1[C:23]1[CH:28]=[CH:27][N:26]=[CH:25][CH:24]=1. Given the product [N:26]1[CH:27]=[CH:28][C:23]([CH:21]([OH:20])[CH2:22][N:7]2[C:8]3[CH:9]=[CH:10][C:11]([CH3:15])=[CH:12][C:13]=3[C:14]3[C:2]([CH3:17])([CH3:1])[N:3]([CH3:16])[CH2:4][CH2:5][C:6]2=3)=[CH:24][CH:25]=1, predict the reactants needed to synthesize it. (2) Given the product [CH3:1][O:2][C:3]([CH:5]1[CH2:9][CH:8]([O:10][CH3:13])[CH:7]([C:11]#[N:12])[CH2:6]1)=[O:4], predict the reactants needed to synthesize it. The reactants are: [CH3:1][O:2][C:3]([CH:5]1[CH2:9][CH:8]([OH:10])[CH:7]([C:11]#[N:12])[CH2:6]1)=[O:4].[CH3:13]I. (3) Given the product [O:22]1[CH2:23][CH2:24][CH2:25][O:26][CH:21]1[CH2:20][CH2:19][C:4]1[C:5]2[N:11]=[C:10]([C:12]3[CH:17]=[CH:16][C:15]([F:18])=[CH:14][CH:13]=3)[CH:9]=[CH:8][C:6]=2[N:7]=[C:2]([NH2:28])[N:3]=1, predict the reactants needed to synthesize it. The reactants are: Cl[C:2]1[N:3]=[C:4]([CH2:19][CH2:20][CH:21]2[O:26][CH2:25][CH2:24][CH2:23][O:22]2)[C:5]2[N:11]=[C:10]([C:12]3[CH:17]=[CH:16][C:15]([F:18])=[CH:14][CH:13]=3)[CH:9]=[CH:8][C:6]=2[N:7]=1.[OH-].[NH4+:28]. (4) Given the product [CH3:7][Si:8]([O:13][CH3:14])([O:11][CH3:12])[O:9][CH3:10].[C:15]1([Si:21]([O:26][CH3:27])([O:22][CH3:23])[O:24][CH3:25])[CH:16]=[CH:17][CH:18]=[CH:19][CH:20]=1, predict the reactants needed to synthesize it. The reactants are: COCC(O)C.[CH3:7][Si:8]([O:13][CH3:14])([O:11][CH3:12])[O:9][CH3:10].[C:15]1([Si:21]([O:26][CH3:27])([O:24][CH3:25])[O:22][CH3:23])[CH:20]=[CH:19][CH:18]=[CH:17][CH:16]=1.C([O-])([O-])OC. (5) Given the product [CH2:1]([O:3][C:4](=[O:19])/[CH:5]=[C:6](\[NH2:13])/[C@H:7]([CH3:12])[C@H:8]([CH3:11])[CH:9]=[CH2:10])[CH3:2], predict the reactants needed to synthesize it. The reactants are: [CH2:1]([O:3][C:4](=[O:19])/[CH:5]=[C:6](/[N:13]1CCC[C@@H]1C)\[C@H:7]([CH3:12])[C@H:8]([CH3:11])[CH:9]=[CH2:10])[CH3:2].N.CO. (6) Given the product [F:26][C:21]1[CH:22]=[CH:23][CH:24]=[CH:25][C:20]=1[C:7]1[C:8]2[C:9]3[C:14](=[CH:13][C:12]([C:17]([NH:57][CH:54]4[CH2:55][CH2:56][N:51]([CH3:50])[CH2:52][CH2:53]4)=[O:18])=[CH:11][CH:10]=3)[NH:15][C:16]=2[C:4]([C:1]([NH2:2])=[O:3])=[CH:5][CH:6]=1, predict the reactants needed to synthesize it. The reactants are: [C:1]([C:4]1[CH:5]=[CH:6][C:7]([C:20]2[CH:25]=[CH:24][CH:23]=[CH:22][C:21]=2[F:26])=[C:8]2[C:16]=1[NH:15][C:14]1[CH:13]=[C:12]([C:17](O)=[O:18])[CH:11]=[CH:10][C:9]2=1)(=[O:3])[NH2:2].C(Cl)CCl.C1C=CC2N(O)N=NC=2C=1.CCN(C(C)C)C(C)C.[CH3:50][N:51]1[CH2:56][CH2:55][CH:54]([NH2:57])[CH2:53][CH2:52]1.